From a dataset of Reaction yield outcomes from USPTO patents with 853,638 reactions. Predict the reaction yield, written as a fraction of the theoretical maximum amount of product (1.0 means a 100% yield; for example, 0.34 means a 34% yield). (1) The reactants are [CH3:1][CH:2]([N:4]1[C:12](/[CH:13]=[CH:14]/[C@H:15]([OH:24])[CH2:16][C@H:17]([OH:23])[CH2:18][C:19]([O:21]C)=[O:20])=[C:11]([C:25]2[CH:30]=[CH:29][C:28]([F:31])=[CH:27][CH:26]=2)[C:10]2[C:5]1=[CH:6][CH:7]=[CH:8][CH:9]=2)[CH3:3].[OH-].[Na+:33]. The catalyst is C(#N)C. The product is [CH3:3][CH:2]([N:4]1[C:12](/[CH:13]=[CH:14]/[CH:15]([OH:24])[CH2:16][CH:17]([OH:23])[CH2:18][C:19]([O-:21])=[O:20])=[C:11]([C:25]2[CH:26]=[CH:27][C:28]([F:31])=[CH:29][CH:30]=2)[C:10]2[CH:9]=[CH:8][CH:7]=[CH:6][C:5]1=2)[CH3:1].[Na+:33]. The yield is 0.349. (2) The reactants are [F:1][C:2]([F:12])([F:11])[S:3][C:4]1[CH:9]=[CH:8][CH:7]=[CH:6][C:5]=1N.S(=O)(=O)(O)O.N([O-])=O.[Na+].[I-:22].[Na+]. The catalyst is O.C(O)(=O)C. The product is [F:1][C:2]([S:3][C:4]1[CH:9]=[CH:8][CH:7]=[CH:6][C:5]=1[I:22])([F:12])[F:11]. The yield is 0.950. (3) The reactants are ClC1C=CC=C(C(OO)=O)C=1.[CH:12]1([C:15]2[N:20]=[C:19](SC)[C:18]([CH:23]=[CH2:24])=[C:17]([C:25]([O:27][CH3:28])=[O:26])[N:16]=2)[CH2:14][CH2:13]1.[N-:29]=[N+:30]=[N-:31].[Na+]. The catalyst is ClCCl.CO. The product is [N:29]([C:19]1[C:18]([CH:23]=[CH2:24])=[C:17]([C:25]([O:27][CH3:28])=[O:26])[N:16]=[C:15]([CH:12]2[CH2:14][CH2:13]2)[N:20]=1)=[N+:30]=[N-:31]. The yield is 0.270. (4) The reactants are [F:1][C:2]1[CH:3]=[C:4]([N+:10]([O-:12])=[O:11])[CH:5]=[C:6]([F:9])[C:7]=1F.[Cl:13][C:14]1[CH:19]=[CH:18][C:17]([OH:20])=[CH:16][CH:15]=1.C([O-])([O-])=O.[Cs+].[Cs+]. The catalyst is CN(C=O)C. The product is [Cl:13][C:14]1[CH:19]=[CH:18][C:17]([O:20][C:7]2[C:6]([F:9])=[CH:5][C:4]([N+:10]([O-:12])=[O:11])=[CH:3][C:2]=2[F:1])=[CH:16][CH:15]=1. The yield is 1.06. (5) The reactants are [Cl:1][C:2]1[N:7]=[C:6]([C:8]([O:10][CH3:11])=[O:9])[CH:5]=[C:4](Cl)[N:3]=1.[NH:13]1[CH2:17][CH2:16][CH2:15][C@H:14]1[C:18]([NH2:20])=[O:19].CCN(C(C)C)C(C)C. The catalyst is C(#N)C. The product is [C:18]([C@@H:14]1[CH2:15][CH2:16][CH2:17][N:13]1[C:4]1[N:3]=[C:2]([Cl:1])[N:7]=[C:6]([C:8]([O:10][CH3:11])=[O:9])[CH:5]=1)(=[O:19])[NH2:20]. The yield is 0.240.